This data is from Reaction yield outcomes from USPTO patents with 853,638 reactions. The task is: Predict the reaction yield, written as a fraction of the theoretical maximum amount of product (1.0 means a 100% yield; for example, 0.34 means a 34% yield). (1) The reactants are [NH2:1][C:2]1[N:7]=[C:6]([NH2:8])[C:5]([O:9][C:10]2[C:11]([CH:21]([CH3:23])[CH3:22])=[CH:12][C:13]([O:19][CH3:20])=[C:14]([CH:18]=2)[C:15]([NH2:17])=O)=[CH:4][N:3]=1.COC1C=CC(P2(SP(C3C=CC(OC)=CC=3)(=S)S2)=[S:33])=CC=1. The catalyst is C1COCC1. The product is [NH2:1][C:2]1[N:7]=[C:6]([NH2:8])[C:5]([O:9][C:10]2[C:11]([CH:21]([CH3:23])[CH3:22])=[CH:12][C:13]([O:19][CH3:20])=[C:14]([CH:18]=2)[C:15]([NH2:17])=[S:33])=[CH:4][N:3]=1. The yield is 0.760. (2) The reactants are [CH3:1][O:2][CH2:3][C:4]1[N:8]([CH3:9])[N:7]=[C:6]([N+:10]([O-])=O)[CH:5]=1. The catalyst is CO.[OH-].[Pd+2].[OH-]. The product is [CH3:1][O:2][CH2:3][C:4]1[N:8]([CH3:9])[N:7]=[C:6]([NH2:10])[CH:5]=1. The yield is 0.920. (3) The reactants are [Br:1][C:2]1[CH:7]=[CH:6][C:5]([S:8](Cl)(=[O:10])=[O:9])=[CH:4][CH:3]=1.Br.[CH3:13][N:14]1[CH2:19][C@@H:18]2[CH2:20][C@H:15]1[CH2:16][NH:17]2.CCN(CC)CC. No catalyst specified. The product is [Br:1][C:2]1[CH:7]=[CH:6][C:5]([S:8]([N:17]2[CH2:16][C@@H:15]3[CH2:20][C@H:18]2[CH2:19][N:14]3[CH3:13])(=[O:10])=[O:9])=[CH:4][CH:3]=1. The yield is 1.00. (4) The reactants are Cl[C:2]1[N:3]=[C:4]([NH:15][CH2:16][C:17]2[CH:18]=[N:19][C:20]3[C:25]([CH:26]=2)=[CH:24][CH:23]=[CH:22][CH:21]=3)[C:5]2[CH2:10][N:9]([CH:11]([CH3:13])[CH3:12])[C:8](=[O:14])[C:6]=2[N:7]=1.[CH3:27][C@@H:28]1[CH2:33][NH:32][CH2:31][CH2:30][N:29]1[C:34]([O:36][C:37]([CH3:40])([CH3:39])[CH3:38])=[O:35].CCN(C(C)C)C(C)C. The catalyst is CCCCO. The product is [CH:11]([N:9]1[CH2:10][C:5]2[C:4]([NH:15][CH2:16][C:17]3[CH:18]=[N:19][C:20]4[C:25]([CH:26]=3)=[CH:24][CH:23]=[CH:22][CH:21]=4)=[N:3][C:2]([N:32]3[CH2:31][CH2:30][N:29]([C:34]([O:36][C:37]([CH3:40])([CH3:39])[CH3:38])=[O:35])[C@H:28]([CH3:27])[CH2:33]3)=[N:7][C:6]=2[C:8]1=[O:14])([CH3:13])[CH3:12]. The yield is 0.620. (5) The reactants are [CH3:1][C:2]1[C:6]2[CH:7]=[CH:8][CH:9]=[CH:10][C:5]=2[O:4][C:3]=1[C:11](O)=[O:12].B.C1COCC1. The catalyst is C1COCC1.O. The product is [CH3:1][C:2]1[C:6]2[CH:7]=[CH:8][CH:9]=[CH:10][C:5]=2[O:4][C:3]=1[CH2:11][OH:12]. The yield is 0.870. (6) The reactants are [CH:1]([S:4]([C:7]1[CH:13]=[C:12]([O:14][C:15]2[CH:20]=[CH:19][C:18]([S:21]([CH3:24])(=[O:23])=[O:22])=[CH:17][CH:16]=2)[C:10]([NH2:11])=[C:9]([CH3:25])[CH:8]=1)(=[O:6])=[O:5])([CH3:3])[CH3:2].C([O-])(=O)C.[K+].C(OC(=O)C)(=O)C.[N:38](OCCC(C)C)=O. The catalyst is C1(C)C=CC=CC=1.C(OCC)(=O)C. The product is [CH:1]([S:4]([C:7]1[CH:8]=[C:9]2[C:10](=[C:12]([O:14][C:15]3[CH:20]=[CH:19][C:18]([S:21]([CH3:24])(=[O:23])=[O:22])=[CH:17][CH:16]=3)[CH:13]=1)[NH:11][N:38]=[CH:25]2)(=[O:6])=[O:5])([CH3:3])[CH3:2]. The yield is 0.590. (7) The reactants are [F:1][C:2]1[CH:3]=[C:4]2[C:9](=[CH:10][CH:11]=1)[N:8]=[C:7]([CH:12]([N:14]1C(=O)C3C(=CC=CC=3)C1=O)[CH3:13])[C:6]([C:25]1[CH:30]=[CH:29][CH:28]=[CH:27][N:26]=1)=[N:5]2.C(O)C.O.NN. No catalyst specified. The product is [F:1][C:2]1[CH:3]=[C:4]2[C:9](=[CH:10][CH:11]=1)[N:8]=[C:7]([CH:12]([NH2:14])[CH3:13])[C:6]([C:25]1[CH:30]=[CH:29][CH:28]=[CH:27][N:26]=1)=[N:5]2. The yield is 0.973. (8) The reactants are Cl.C[C@H:3]([O:23][CH2:24][CH:25]1[CH2:29][CH2:28][CH2:27][NH:26]1)[C:4]1[C:5]([C:17]2[CH:22]=[CH:21][CH:20]=[CH:19][CH:18]=2)=NC2C([C:13]=1[C:14]([OH:16])=O)=CC=CC=2.CN(C(ON1N=[N:45][C:40]2[CH:41]=[CH:42][CH:43]=[CH:44][C:39]1=2)=[N+](C)C)C.F[P-](F)(F)(F)(F)F.[C:54]1([C@@H:60]([NH2:63])[CH2:61][CH3:62])[CH:59]=[CH:58][CH:57]=[CH:56][CH:55]=1.[CH3:64]N(C=O)C. No catalyst specified. The product is [CH3:64][N:26]1[CH2:27][CH2:28][CH2:29][C@H:25]1[CH2:24][O:23][CH2:3][C:4]1[C:5]([C:17]2[CH:18]=[CH:19][CH:20]=[CH:21][CH:22]=2)=[N:45][C:40]2[C:39]([C:13]=1[C:14]([NH:63][C@H:60]([C:54]1[CH:59]=[CH:58][CH:57]=[CH:56][CH:55]=1)[CH2:61][CH3:62])=[O:16])=[CH:44][CH:43]=[CH:42][CH:41]=2. The yield is 0.140. (9) The reactants are [CH3:1][O:2][C:3]([C:5]1[CH:9]=[C:8]([C:10]#[C:11][CH2:12][CH2:13][OH:14])[S:7][CH:6]=1)=[O:4]. The catalyst is [Pd].CO. The product is [CH3:1][O:2][C:3]([C:5]1[CH:9]=[C:8]([CH2:10][CH2:11][CH2:12][CH2:13][OH:14])[S:7][CH:6]=1)=[O:4]. The yield is 0.910. (10) The reactants are [C:1]([C:3]1[CH:4]=[C:5]([CH2:9][CH:10]=[CH:11][C:12]([O:14][CH2:15][CH3:16])=[O:13])[CH:6]=[CH:7][CH:8]=1)#[N:2].C(C1C=C(C=CCC(OCC)=O)C=CC=1)#N.CC1C=CC(S([CH2:43][N+:44]#[C-:45])(=O)=O)=CC=1.[H-].[Na+]. The catalyst is C1COCC1. The product is [C:1]([C:3]1[CH:4]=[C:5]([CH:6]=[CH:7][CH:8]=1)[CH2:9][C:10]1[C:11]([C:12]([O:14][CH2:15][CH3:16])=[O:13])=[CH:43][NH:44][CH:45]=1)#[N:2]. The yield is 0.620.